Dataset: Full USPTO retrosynthesis dataset with 1.9M reactions from patents (1976-2016). Task: Predict the reactants needed to synthesize the given product. The reactants are: [C:1]([O:5][C:6]([NH:8][C:9]1[CH:14]=[C:13]([C:15](=[CH:25][N:26](C)C)[C:16]([C:18]2[CH:23]=[CH:22][CH:21]=[C:20]([F:24])[CH:19]=2)=O)[CH:12]=[CH:11][N:10]=1)=[O:7])([CH3:4])([CH3:3])[CH3:2].C(OC([NH:36]C1C=C(C(=CN(C)C)C(C2C=CC(F)=CC=2)=O)C=CN=1)=O)(C)(C)C. Given the product [C:1]([O:5][C:6]([NH:8][C:9]1[CH:14]=[C:13]([C:15]2[C:16]([C:18]3[CH:23]=[CH:22][CH:21]=[C:20]([F:24])[CH:19]=3)=[N:36][NH:26][CH:25]=2)[CH:12]=[CH:11][N:10]=1)=[O:7])([CH3:4])([CH3:3])[CH3:2], predict the reactants needed to synthesize it.